Dataset: Full USPTO retrosynthesis dataset with 1.9M reactions from patents (1976-2016). Task: Predict the reactants needed to synthesize the given product. (1) Given the product [Br:1][C:18]1[S:19][C:15]([C:9]2[CH:10]=[CH:11][CH:12]=[CH:13][CH:14]=2)=[CH:16][C:17]=1[C:20]([O:22][CH3:23])=[O:21], predict the reactants needed to synthesize it. The reactants are: [Br:1]N1C(=O)CCC1=O.[C:9]1([C:15]2[S:19][CH:18]=[C:17]([C:20]([O:22][CH3:23])=[O:21])[CH:16]=2)[CH:14]=[CH:13][CH:12]=[CH:11][CH:10]=1. (2) Given the product [C:1]([C:3]1[C:4]([N:17]2[CH2:18][CH2:19][CH:20]([C:23]([NH:38][S:35]([C:32]3[CH:31]=[CH:30][C:29]([O:28][C:27]([F:26])([F:40])[F:39])=[CH:34][CH:33]=3)(=[O:36])=[O:37])=[O:25])[CH2:21][CH2:22]2)=[N:5][C:6]([CH:14]([F:15])[F:16])=[C:7]([CH:8]=1)[C:9]([O:11][CH2:12][CH3:13])=[O:10])#[N:2], predict the reactants needed to synthesize it. The reactants are: [C:1]([C:3]1[C:4]([N:17]2[CH2:22][CH2:21][CH:20]([C:23]([OH:25])=O)[CH2:19][CH2:18]2)=[N:5][C:6]([CH:14]([F:16])[F:15])=[C:7]([C:9]([O:11][CH2:12][CH3:13])=[O:10])[CH:8]=1)#[N:2].[F:26][C:27]([F:40])([F:39])[O:28][C:29]1[CH:34]=[CH:33][C:32]([S:35]([NH2:38])(=[O:37])=[O:36])=[CH:31][CH:30]=1. (3) Given the product [Cl:1][C:2]1[N:7]=[CH:6][C:5]([CH2:8][C:9]2[C:18]3[C:13](=[CH:14][CH:15]=[CH:16][CH:17]=3)[N:12]=[C:11]([C:19]([NH:21][C@H:22]3[CH2:27][CH2:26][CH2:25][CH2:24][C@@H:23]3[OH:28])=[O:20])[CH:10]=2)=[CH:4][CH:3]=1.[OH:28][C@H:23]1[CH2:24][CH2:25][CH2:26][CH2:27][C@@H:22]1[NH:21][C:19]([C:11]1[CH:10]=[C:9]([CH2:8][C:5]2[CH:6]=[N:7][CH:2]=[CH:3][CH:4]=2)[C:18]2[C:13](=[CH:14][CH:15]=[CH:16][CH:17]=2)[N:12]=1)=[O:20], predict the reactants needed to synthesize it. The reactants are: [Cl:1][C:2]1[N:7]=[CH:6][C:5]([CH2:8][C:9]2[C:18]3[C:13](=[CH:14][CH:15]=[CH:16][CH:17]=3)[N:12]=[C:11]([C:19]([NH:21][C@H:22]3[CH2:27][CH2:26][CH2:25][CH2:24][C@@H:23]3[OH:28])=[O:20])[CH:10]=2)=[CH:4][CH:3]=1.C(N(CC)CC)C. (4) The reactants are: CC(C)([O-])C.[K+].[C:7]([CH2:9][C:10]([O:12][CH2:13][CH3:14])=[O:11])#[N:8].Cl[C:16]1[CH:21]=[CH:20][C:19]([S:22]([N:25]([CH3:27])[CH3:26])(=[O:24])=[O:23])=[CH:18][C:17]=1[N+:28]([O-:30])=[O:29]. Given the product [C:7]([CH:9]([C:16]1[CH:21]=[CH:20][C:19]([S:22]([N:25]([CH3:26])[CH3:27])(=[O:23])=[O:24])=[CH:18][C:17]=1[N+:28]([O-:30])=[O:29])[C:10]([O:12][CH2:13][CH3:14])=[O:11])#[N:8], predict the reactants needed to synthesize it. (5) Given the product [O:1]=[C:2]1[C:11]2[C:6](=[CH:7][CH:8]=[CH:9][CH:10]=2)[N:5]=[C:4]([C:12]([NH:33][CH2:32][C:28]2[CH:29]=[CH:30][CH:31]=[C:26]([O:25][CH2:24][CH2:23][S:22][C:19]3[N:20]=[CH:21][NH:17][N:18]=3)[CH:27]=2)=[O:14])[NH:3]1, predict the reactants needed to synthesize it. The reactants are: [O:1]=[C:2]1[C:11]2[C:6](=[CH:7][CH:8]=[CH:9][CH:10]=2)[N:5]=[C:4]([C:12]([O:14]CC)=O)[NH:3]1.[NH:17]1[CH:21]=[N:20][C:19]([S:22][CH2:23][CH2:24][O:25][C:26]2[CH:27]=[C:28]([CH2:32][NH2:33])[CH:29]=[CH:30][CH:31]=2)=[N:18]1.C(N(C(C)C)CC)(C)C. (6) Given the product [Cl:1][C:2]1[CH:3]=[C:4]([C:24]2([C:30]([OH:32])=[O:31])[CH2:25][CH2:26][CH2:27][CH2:28][CH2:29]2)[CH:5]=[C:6]([C:14]2[CH:15]=[CH:16][C:17]([C:20]([F:21])([F:22])[F:23])=[CH:18][CH:19]=2)[C:7]=1[O:8][CH2:9][C:10]([F:12])([F:13])[F:11], predict the reactants needed to synthesize it. The reactants are: [Cl:1][C:2]1[CH:3]=[C:4]([C:24]2([C:30]([O:32]CC)=[O:31])[CH2:29][CH2:28][CH2:27][CH2:26][CH2:25]2)[CH:5]=[C:6]([C:14]2[CH:19]=[CH:18][C:17]([C:20]([F:23])([F:22])[F:21])=[CH:16][CH:15]=2)[C:7]=1[O:8][CH2:9][C:10]([F:13])([F:12])[F:11].O.[OH-].[Li+].